Dataset: TCR-epitope binding with 47,182 pairs between 192 epitopes and 23,139 TCRs. Task: Binary Classification. Given a T-cell receptor sequence (or CDR3 region) and an epitope sequence, predict whether binding occurs between them. (1) The epitope is IVTDFSVIK. Result: 1 (the TCR binds to the epitope). The TCR CDR3 sequence is CASSLAADYEQYF. (2) The epitope is EILDITPCSF. The TCR CDR3 sequence is CASSESWTSGRGEQYF. Result: 1 (the TCR binds to the epitope). (3) Result: 0 (the TCR does not bind to the epitope). The TCR CDR3 sequence is CASNLQGLDYEQYF. The epitope is DPFRLLQNSQVFS. (4) The epitope is KPLEFGATSAAL. The TCR CDR3 sequence is CASSVKTGTGLTDTQYF. Result: 1 (the TCR binds to the epitope). (5) The epitope is FIAGLIAIV. The TCR CDR3 sequence is CASSWITGTGGADTQYF. Result: 0 (the TCR does not bind to the epitope). (6) The epitope is RAKFKQLL. The TCR CDR3 sequence is CASSFPVWGNEQFF. Result: 1 (the TCR binds to the epitope). (7) The epitope is VTIAEILLI. The TCR CDR3 sequence is CASSSPVEGEQFF. Result: 0 (the TCR does not bind to the epitope).